From a dataset of Forward reaction prediction with 1.9M reactions from USPTO patents (1976-2016). Predict the product of the given reaction. (1) Given the reactants [I-:1].C(OC([N:9]1[CH2:18][CH2:17][C:16]2[C:11](=[C:12]([C:21]3[CH:26]=[CH:25][N+:24]([CH3:27])=[CH:23][CH:22]=3)[CH:13]=[CH:14][C:15]=2[O:19][CH3:20])[CH2:10]1)=O)(C)(C)C.[ClH:28], predict the reaction product. The product is: [ClH:28].[I-:1].[CH3:20][O:19][C:15]1[CH:14]=[CH:13][C:12]([C:21]2[CH:26]=[CH:25][N+:24]([CH3:27])=[CH:23][CH:22]=2)=[C:11]2[C:16]=1[CH2:17][CH2:18][NH:9][CH2:10]2. (2) Given the reactants [CH3:1][N:2]1[C:10]2[C:5](=[CH:6][CH:7]=[C:8]([NH2:11])[CH:9]=2)[CH:4]=[CH:3]1.[C:12](Cl)(=[O:16])[CH:13]([CH3:15])[CH3:14].C(OCC)(=O)C, predict the reaction product. The product is: [CH3:1][N:2]1[C:10]2[C:5](=[CH:6][CH:7]=[C:8]([NH:11][C:12](=[O:16])[CH:13]([CH3:15])[CH3:14])[CH:9]=2)[CH:4]=[CH:3]1.